From a dataset of Full USPTO retrosynthesis dataset with 1.9M reactions from patents (1976-2016). Predict the reactants needed to synthesize the given product. (1) Given the product [CH2:1]([O:8][C:9]1[CH:14]=[CH:13][CH:12]=[C:11]([OH:15])[C:10]=1[C:16](=[O:18])[CH:17]=[CH:29][C:21]1[CH:26]=[CH:25][C:24]([CH3:27])=[CH:23][CH:22]=1)[C:2]1[CH:3]=[CH:4][CH:5]=[CH:6][CH:7]=1, predict the reactants needed to synthesize it. The reactants are: [CH2:1]([O:8][C:9]1[CH:14]=[CH:13][CH:12]=[C:11]([OH:15])[C:10]=1[C:16](=[O:18])[CH3:17])[C:2]1[CH:7]=[CH:6][CH:5]=[CH:4][CH:3]=1.[OH-].[K+].[C:21]1([CH3:29])[CH:26]=[CH:25][C:24]([CH:27]=O)=[CH:23][CH:22]=1.Cl. (2) Given the product [F:12][CH:10]([F:11])[C:9]1[C:5]2[C@H:4]3[CH2:51][C@H:3]3[C:2]([F:52])([F:1])[C:6]=2[N:7]([CH2:14][C:15]([NH:17][C@H:18]([C:28]2[C:33]([C:100]3[C:95]4[N:96]([C:92]([NH:91][CH3:104])=[N:93][N:94]=4)[CH:97]=[CH:98][CH:99]=3)=[CH:32][CH:31]=[C:30]([C:45]#[C:46][C:47]([OH:50])([CH3:49])[CH3:48])[N:29]=2)[CH2:19][C:20]2[CH:25]=[C:24]([F:26])[CH:23]=[C:22]([F:27])[CH:21]=2)=[O:16])[N:8]=1, predict the reactants needed to synthesize it. The reactants are: [F:1][C:2]1([F:52])[C:6]2[N:7]([CH2:14][C:15]([NH:17][C@H:18]([C:28]3[C:33](C4C=CC5N(C(=O)NN=5)C=4C)=[CH:32][CH:31]=[C:30]([C:45]#[C:46][C:47]([OH:50])([CH3:49])[CH3:48])[N:29]=3)[CH2:19][C:20]3[CH:25]=[C:24]([F:26])[CH:23]=[C:22]([F:27])[CH:21]=3)=[O:16])[N:8]=[C:9]([C:10](F)([F:12])[F:11])[C:5]=2[C@H:4]2[CH2:51][C@@H:3]12.BrC1C([C@@H](NC(=O)OC(C)(C)C)CC2C=C(F)C=C(F)C=2)=NC(C#CC(O)(C)C)=CC=1.C(OC([N:91]([CH3:104])[C:92]1[N:96]2[CH:97]=[CH:98][CH:99]=[C:100](B(O)O)[C:95]2=[N:94][N:93]=1)=O)(C)(C)C.